This data is from Catalyst prediction with 721,799 reactions and 888 catalyst types from USPTO. The task is: Predict which catalyst facilitates the given reaction. (1) Reactant: [C:1]([O:5][C:6]([NH:8][C@@H:9]([CH2:13][CH:14]1[CH2:19][CH2:18][N:17]([C:20]([O:22][C:23]([CH3:26])([CH3:25])[CH3:24])=[O:21])[CH2:16][CH2:15]1)[C:10]([OH:12])=O)=[O:7])([CH3:4])([CH3:3])[CH3:2].[NH2:27][C:28]1[CH:29]=[N:30][C:31]2[C:36]([CH:37]=1)=[CH:35][CH:34]=[CH:33][CH:32]=2.C[N+]1(C2N=C(OC)N=C(OC)N=2)CCOCC1.[Cl-]. Product: [C:1]([O:5][C:6]([NH:8][C@H:9]([C:10](=[O:12])[NH:27][C:28]1[CH:29]=[N:30][C:31]2[C:36]([CH:37]=1)=[CH:35][CH:34]=[CH:33][CH:32]=2)[CH2:13][CH:14]1[CH2:15][CH2:16][N:17]([C:20]([O:22][C:23]([CH3:26])([CH3:25])[CH3:24])=[O:21])[CH2:18][CH2:19]1)=[O:7])([CH3:4])([CH3:2])[CH3:3]. The catalyst class is: 2. (2) The catalyst class is: 89. Reactant: C(OC([N:8]1[CH2:12][CH2:11][CH:10]([C:13]([C:15]2[CH:20]=[CH:19][C:18]([Br:21])=[CH:17][N:16]=2)=[O:14])[CH2:9]1)=O)(C)(C)C. Product: [Br:21][C:18]1[CH:19]=[CH:20][C:15]([C:13]([CH:10]2[CH2:11][CH2:12][NH:8][CH2:9]2)=[O:14])=[N:16][CH:17]=1. (3) Reactant: [CH3:1][O:2]/[N:3]=[C:4](\[C:11]1[C:12]([Cl:30])=[C:13]2[CH:19]=[CH:18][N:17]([Si](C(C)C)(C(C)C)C(C)C)[C:14]2=[N:15][CH:16]=1)/[C:5]1[CH:10]=[CH:9][CH:8]=[CH:7][CH:6]=1.[F-].C([N+](CCCC)(CCCC)CCCC)CCC. Product: [CH3:1][O:2]/[N:3]=[C:4](\[C:11]1[C:12]([Cl:30])=[C:13]2[CH:19]=[CH:18][NH:17][C:14]2=[N:15][CH:16]=1)/[C:5]1[CH:6]=[CH:7][CH:8]=[CH:9][CH:10]=1. The catalyst class is: 7. (4) Reactant: [Br:1][C:2]1[CH:3]=[CH:4][C:5]([C:8]([OH:10])=O)=[N:6][CH:7]=1.C1N=CN(C(N2C=NC=C2)=O)C=1.Cl.[NH2:24][CH2:25][C:26]1[CH:27]=[C:28]2[C:32](=[CH:33][CH:34]=1)[C:31](=[O:35])[N:30]([C@@:36]1([CH3:44])[CH2:41][CH2:40][C:39](=[O:42])[NH:38][C:37]1=[O:43])[C:29]2=[O:45].CC#N. Product: [Br:1][C:2]1[CH:3]=[CH:4][C:5]([C:8]([NH:24][CH2:25][C:26]2[CH:27]=[C:28]3[C:32](=[CH:33][CH:34]=2)[C:31](=[O:35])[N:30]([C@@:36]2([CH3:44])[CH2:41][CH2:40][C:39](=[O:42])[NH:38][C:37]2=[O:43])[C:29]3=[O:45])=[O:10])=[N:6][CH:7]=1. The catalyst class is: 3. (5) Reactant: [CH3:1][O:2][C:3]([C:5]1[C:10]([CH3:11])=[CH:9][C:8]([Br:12])=[CH:7][N:6]=1)=[O:4].[Br:13]N1C(=O)CCC1=O.N(C(C)(C)C#N)=NC(C)(C)C#N. Product: [CH3:1][O:2][C:3]([C:5]1[C:10]([CH2:11][Br:13])=[CH:9][C:8]([Br:12])=[CH:7][N:6]=1)=[O:4]. The catalyst class is: 717. (6) Reactant: [Cl:1][C:2]([F:14])([F:13])[C:3]1[CH:8]=[CH:7][C:6]([CH:9]([S:11][CH3:12])[CH3:10])=[CH:5][N:4]=1.[N:15]#[C:16][NH2:17].C(O)(=O)C.C(O)(=O)C.IC1C=CC=CC=1. Product: [Cl:1][C:2]([F:13])([F:14])[C:3]1[N:4]=[CH:5][C:6]([CH:9]([S:11]([CH3:12])=[N:17][C:16]#[N:15])[CH3:10])=[CH:7][CH:8]=1. The catalyst class is: 1. (7) Reactant: C(N(CC)CC)C.[CH:8]([C:10]1[C:18]2[C:13](=[CH:14][CH:15]=[CH:16][CH:17]=2)[N:12](C(OC(C)(C)C)=O)[CH:11]=1)=[O:9].[F:26][C:27]1[CH:42]=[CH:41][C:30]([CH:31]=[N:32][C:33]2[CH:38]=[CH:37][CH:36]=[C:35]([O:39][CH3:40])[CH:34]=2)=[CH:29][CH:28]=1. Product: [F:26][C:27]1[CH:28]=[CH:29][C:30]([CH:31]([NH:32][C:33]2[CH:38]=[CH:37][CH:36]=[C:35]([O:39][CH3:40])[CH:34]=2)[C:8]([C:10]2[C:18]3[C:13](=[CH:14][CH:15]=[CH:16][CH:17]=3)[NH:12][CH:11]=2)=[O:9])=[CH:41][CH:42]=1. The catalyst class is: 433. (8) Reactant: [CH:1]1([CH:6]([NH:24][C:25]2[CH:33]=[CH:32][C:28]([C:29](O)=[O:30])=[CH:27][N:26]=2)[C:7]2[CH:12]=[C:11]([CH3:13])[C:10]([N:14]3[CH:18]=[C:17]([C:19]([F:22])([F:21])[F:20])[CH:16]=[N:15]3)=[C:9]([CH3:23])[CH:8]=2)[CH2:5][CH2:4][CH2:3][CH2:2]1.Cl.[CH2:35]([O:37][C:38](=[O:42])[CH2:39][CH2:40][NH2:41])[CH3:36].ON1C2N=CC=CC=2N=N1.C(N(CC)CC)C.Cl.CN(C)CCCN=C=NCC. Product: [CH:1]1([CH:6]([NH:24][C:25]2[CH:33]=[CH:32][C:28]([C:29]([NH:41][CH2:40][CH2:39][C:38]([O:37][CH2:35][CH3:36])=[O:42])=[O:30])=[CH:27][N:26]=2)[C:7]2[CH:12]=[C:11]([CH3:13])[C:10]([N:14]3[CH:18]=[C:17]([C:19]([F:21])([F:20])[F:22])[CH:16]=[N:15]3)=[C:9]([CH3:23])[CH:8]=2)[CH2:5][CH2:4][CH2:3][CH2:2]1.[CH:1]1([CH:6]([NH:24][C:25]2[CH:33]=[CH:32][C:28]([C:29]([NH:41][CH:40]=[CH:39][C:38]([O:37][CH2:35][CH3:36])=[O:42])=[O:30])=[CH:27][N:26]=2)[C:7]2[CH:12]=[C:11]([CH3:13])[C:10]([N:14]3[CH:18]=[C:17]([C:19]([F:21])([F:20])[F:22])[CH:16]=[N:15]3)=[C:9]([CH3:23])[CH:8]=2)[CH2:5][CH2:4][CH2:3][CH2:2]1. The catalyst class is: 4. (9) Reactant: [Br:1][C:2]1[CH:3]=[C:4]([Br:12])[C:5]2[O:9][C:8](=[O:10])[NH:7][C:6]=2[CH:11]=1.[CH3:13][C:14]1[CH:19]=[CH:18][C:17]([NH:20][C:21](=[O:32])[C:22]2[CH:27]=[CH:26][CH:25]=[C:24]([C:28]([F:31])([F:30])[F:29])[CH:23]=2)=[CH:16][C:15]=1B1OC(C)(C)C(C)(C)O1.C([O-])([O-])=O.[Na+].[Na+].C(Cl)Cl. Product: [Br:1][C:2]1[CH:3]=[C:4]([C:15]2[CH:16]=[C:17]([NH:20][C:21](=[O:32])[C:22]3[CH:27]=[CH:26][CH:25]=[C:24]([C:28]([F:30])([F:29])[F:31])[CH:23]=3)[CH:18]=[CH:19][C:14]=2[CH3:13])[C:5]2[O:9][C:8](=[O:10])[NH:7][C:6]=2[CH:11]=1.[Br:12][C:4]1[C:5]2[O:9][C:8](=[O:10])[NH:7][C:6]=2[CH:11]=[C:2]([C:15]2[CH:16]=[C:17]([NH:20][C:21](=[O:32])[C:22]3[CH:27]=[CH:26][CH:25]=[C:24]([C:28]([F:30])([F:29])[F:31])[CH:23]=3)[CH:18]=[CH:19][C:14]=2[CH3:13])[CH:3]=1. The catalyst class is: 57.